Dataset: Peptide-MHC class II binding affinity with 134,281 pairs from IEDB. Task: Regression. Given a peptide amino acid sequence and an MHC pseudo amino acid sequence, predict their binding affinity value. This is MHC class II binding data. (1) The peptide sequence is STHMWFSRAVAQSIL. The MHC is DRB1_1101 with pseudo-sequence DRB1_1101. The binding affinity (normalized) is 0.334. (2) The peptide sequence is YGIFQSTFLGASQRG. The MHC is DRB3_0202 with pseudo-sequence DRB3_0202. The binding affinity (normalized) is 0.552. (3) The peptide sequence is GKSTRSTTDSGKVIP. The MHC is HLA-DQA10201-DQB10301 with pseudo-sequence HLA-DQA10201-DQB10301. The binding affinity (normalized) is 0.445. (4) The peptide sequence is VQDPKFWELVDEERK. The MHC is HLA-DQA10103-DQB10603 with pseudo-sequence HLA-DQA10103-DQB10603. The binding affinity (normalized) is 0. (5) The binding affinity (normalized) is 0.642. The peptide sequence is LPQILAECARRRLRT. The MHC is DRB1_0404 with pseudo-sequence DRB1_0404. (6) The peptide sequence is LFKYDINIYSANL. The MHC is HLA-DQA10501-DQB10301 with pseudo-sequence HLA-DQA10501-DQB10301. The binding affinity (normalized) is 0.0984. (7) The peptide sequence is DCIMTSYQYLIIQNT. The binding affinity (normalized) is 0.808. The MHC is DRB4_0101 with pseudo-sequence DRB4_0103. (8) The peptide sequence is EFKLLSEEKVPWDQV. The MHC is DRB3_0202 with pseudo-sequence DRB3_0202. The binding affinity (normalized) is 0.395. (9) The peptide sequence is SPSLWEIEFDKQLASV. The MHC is DRB1_0101 with pseudo-sequence DRB1_0101. The binding affinity (normalized) is 0.169. (10) The peptide sequence is WSKDIYNYMEPYVSK. The MHC is HLA-DPA10103-DPB10401 with pseudo-sequence HLA-DPA10103-DPB10401. The binding affinity (normalized) is 0.245.